From a dataset of Reaction yield outcomes from USPTO patents with 853,638 reactions. Predict the reaction yield, written as a fraction of the theoretical maximum amount of product (1.0 means a 100% yield; for example, 0.34 means a 34% yield). The reactants are C(Cl)(=O)C(Cl)=O.CS(C)=O.[CH2:11]([N:18]1[C:22]2[C:23](=[O:41])[N:24]([CH3:40])[C:25]([CH2:38][OH:39])=[C:26]([C:27]3[C:28]([CH3:37])=[C:29]4[C:34](=[CH:35][CH:36]=3)[O:33][CH2:32][CH2:31][CH2:30]4)[C:21]=2[CH:20]=[CH:19]1)[C:12]1[CH:17]=[CH:16][CH:15]=[CH:14][CH:13]=1.C(N(CC)CC)C. The catalyst is ClCCl. The product is [CH2:11]([N:18]1[C:22]2[C:23](=[O:41])[N:24]([CH3:40])[C:25]([CH:38]=[O:39])=[C:26]([C:27]3[C:28]([CH3:37])=[C:29]4[C:34](=[CH:35][CH:36]=3)[O:33][CH2:32][CH2:31][CH2:30]4)[C:21]=2[CH:20]=[CH:19]1)[C:12]1[CH:17]=[CH:16][CH:15]=[CH:14][CH:13]=1. The yield is 0.358.